From a dataset of Forward reaction prediction with 1.9M reactions from USPTO patents (1976-2016). Predict the product of the given reaction. (1) The product is: [Cl:29][C:30]1[CH:31]=[C:32]([C:36]#[C:37][C:2]2[CH:3]=[CH:4][C:5]([F:21])=[C:6]([C@:8]3([CH3:20])[C:14]([F:16])([F:15])[C:13]([CH3:18])([CH3:17])[O:12][CH2:11][C:10](=[O:19])[NH:9]3)[CH:7]=2)[CH:33]=[CH:34][CH:35]=1. Given the reactants Br[C:2]1[CH:3]=[CH:4][C:5]([F:21])=[C:6]([C@:8]2([CH3:20])[C:14]([F:16])([F:15])[C:13]([CH3:18])([CH3:17])[O:12][CH2:11][C:10](=[O:19])[NH:9]2)[CH:7]=1.C(N(CC)CC)C.[Cl:29][C:30]1[CH:35]=[CH:34][CH:33]=[C:32]([C:36]#[CH:37])[CH:31]=1, predict the reaction product. (2) Given the reactants [CH2:1]=[CH:2][C:3]1[CH:8]=[CH:7][CH:6]=[CH:5][CH:4]=1.[C:9]1([N:15]2[C:19](=[O:20])[CH:18]=[CH:17][C:16]2=[O:21])[CH:14]=[CH:13][CH:12]=[CH:11][CH:10]=1, predict the reaction product. The product is: [CH2:1]=[CH:2][C:3]1[CH:8]=[CH:7][CH:6]=[CH:5][CH:4]=1.[C:9]1([N:15]2[C:19](=[O:20])[CH:18]=[CH:17][C:16]2=[O:21])[CH:10]=[CH:11][CH:12]=[CH:13][CH:14]=1. (3) Given the reactants [CH3:1][N:2]([CH2:10][CH2:11][NH:12][C:13](=[O:40])[C:14]1[CH:19]=[CH:18][C:17](/[CH:20]=[CH:21]/[CH:22]([C:27]2[CH:32]=[C:31]([Cl:33])[C:30]([Cl:34])=[C:29]([Cl:35])[CH:28]=2)[C:23]([F:26])([F:25])[F:24])=[CH:16][C:15]=1[C:36]([F:39])([F:38])[F:37])C(=O)OC(C)(C)C.Cl, predict the reaction product. The product is: [ClH:33].[CH3:1][NH:2][CH2:10][CH2:11][NH:12][C:13](=[O:40])[C:14]1[CH:19]=[CH:18][C:17](/[CH:20]=[CH:21]/[CH:22]([C:27]2[CH:28]=[C:29]([Cl:35])[C:30]([Cl:34])=[C:31]([Cl:33])[CH:32]=2)[C:23]([F:24])([F:25])[F:26])=[CH:16][C:15]=1[C:36]([F:37])([F:39])[F:38]. (4) The product is: [Cl:24][C:14]1[CH:15]=[C:16]([C:18]2[N:22]([CH3:23])[N:21]=[CH:20][N:19]=2)[S:17][C:13]=1[C:11]1[N:5]2[N:6]=[C:7]([CH3:10])[CH:8]=[CH:9][C:4]2=[N:3][C:2]=1[CH3:1]. Given the reactants [CH3:1][C:2]1[N:3]=[C:4]2[CH:9]=[CH:8][C:7]([CH3:10])=[N:6][N:5]2[CH:11]=1.Br[C:13]1[S:17][C:16]([C:18]2[N:22]([CH3:23])[N:21]=[CH:20][N:19]=2)=[CH:15][C:14]=1[Cl:24].C([O-])([O-])=O.[Cs+].[Cs+].N#N.C1C=CC(P(C2C=CC=CC=2)C2C=CC=CC=2)=CC=1, predict the reaction product. (5) Given the reactants C(OC([N:8]1[CH2:13][CH2:12][CH2:11][CH2:10][CH:9]1[C:14](=[O:32])[CH:15]([CH2:24][CH2:25][C:26]1[CH:31]=[CH:30][CH:29]=[CH:28][CH:27]=1)[CH2:16][CH2:17][C:18]1[CH:23]=[CH:22][CH:21]=[CH:20][CH:19]=1)=O)(C)(C)C.F[C:34](F)(F)C(O)=O.C(N(CC)CC)C.Cl[C:48](=[O:52])[C:49]([O-:51])=[O:50], predict the reaction product. The product is: [CH3:34][O:51][C:49](=[O:50])[C:48](=[O:52])[N:8]1[CH2:13][CH2:12][CH2:11][CH2:10][CH:9]1[C:14](=[O:32])[CH:15]([CH2:16][CH2:17][C:18]1[CH:19]=[CH:20][CH:21]=[CH:22][CH:23]=1)[CH2:24][CH2:25][C:26]1[CH:31]=[CH:30][CH:29]=[CH:28][CH:27]=1. (6) Given the reactants [CH3:1][C:2]1[C:10]2[C:5](=[CH:6][CH:7]=[C:8]([N+:11]([O-:13])=[O:12])[CH:9]=2)[NH:4][N:3]=1.ClCCl.[C:17](O[C:17]([O:19][C:20]([CH3:23])([CH3:22])[CH3:21])=[O:18])([O:19][C:20]([CH3:23])([CH3:22])[CH3:21])=[O:18], predict the reaction product. The product is: [C:20]([O:19][C:17]([N:4]1[C:5]2[C:10](=[CH:9][C:8]([N+:11]([O-:13])=[O:12])=[CH:7][CH:6]=2)[C:2]([CH3:1])=[N:3]1)=[O:18])([CH3:23])([CH3:22])[CH3:21]. (7) Given the reactants [C:1]([O:5][C:6]([N:8]1[CH2:13][CH2:12][CH:11]([CH2:14][CH2:15][N:16]2[CH2:21][CH2:20][N:19]([C:22]3[CH:27]=[CH:26][C:25]([C:28](OCC)=[O:29])=[CH:24][CH:23]=3)[CH2:18][CH2:17]2)[CH2:10][CH2:9]1)=[O:7])([CH3:4])([CH3:3])[CH3:2].O.[NH2:34][NH2:35], predict the reaction product. The product is: [C:1]([O:5][C:6]([N:8]1[CH2:13][CH2:12][CH:11]([CH2:14][CH2:15][N:16]2[CH2:17][CH2:18][N:19]([C:22]3[CH:27]=[CH:26][C:25]([C:28]([NH:34][NH2:35])=[O:29])=[CH:24][CH:23]=3)[CH2:20][CH2:21]2)[CH2:10][CH2:9]1)=[O:7])([CH3:4])([CH3:3])[CH3:2]. (8) Given the reactants [CH3:1][C:2]([CH3:7])([CH3:6])[C:3](Cl)=[O:4].[Br:8][CH2:9][CH2:10][OH:11].CCN(C(C)C)C(C)C, predict the reaction product. The product is: [Br:8][CH2:9][CH2:10][O:11][C:3](=[O:4])[C:2]([CH3:7])([CH3:6])[CH3:1]. (9) Given the reactants [Cl:1][C:2]1[N:3]=[C:4]([N:17]2[CH2:22][CH2:21][O:20][CH2:19][CH2:18]2)[C:5]2[O:10][C:9]3[N:11]=[CH:12][C:13]([CH:15]=O)=[CH:14][C:8]=3[C:6]=2[N:7]=1.Cl.FC1C[CH2:29][NH:28][CH2:27]C1.CC([O-])=O.[Na+].[BH-](OC(C)=O)(OC(C)=O)OC(C)=O.[Na+].[BH3-]C#N.[Na+], predict the reaction product. The product is: [Cl:1][C:2]1[N:3]=[C:4]([N:17]2[CH2:22][CH2:21][O:20][CH2:19][CH2:18]2)[C:5]2[O:10][C:9]3[N:11]=[CH:12][C:13]([CH2:15][N:28]([CH3:29])[CH3:27])=[CH:14][C:8]=3[C:6]=2[N:7]=1.